This data is from Full USPTO retrosynthesis dataset with 1.9M reactions from patents (1976-2016). The task is: Predict the reactants needed to synthesize the given product. Given the product [Cl:1][C:2]1[CH:7]=[CH:6][C:5]([CH:8]2[C:9](=[O:10])[C:11]3[C:12](=[CH:13][CH:14]=[C:15]([O:17][CH:18]4[CH2:23][CH2:22][CH2:21][CH2:20][O:19]4)[CH:16]=3)[O:24][CH:31]2[C:30]2[CH:33]=[CH:34][C:27]([I:26])=[CH:28][CH:29]=2)=[CH:4][C:3]=1[F:25], predict the reactants needed to synthesize it. The reactants are: [Cl:1][C:2]1[CH:7]=[CH:6][C:5]([CH2:8][C:9]([C:11]2[CH:16]=[C:15]([O:17][CH:18]3[CH2:23][CH2:22][CH2:21][CH2:20][O:19]3)[CH:14]=[CH:13][C:12]=2[OH:24])=[O:10])=[CH:4][C:3]=1[F:25].[I:26][C:27]1[CH:34]=[CH:33][C:30]([CH:31]=O)=[CH:29][CH:28]=1.N1CCCCC1.N12CCCN=C1CCCCC2.